Dataset: Reaction yield outcomes from USPTO patents with 853,638 reactions. Task: Predict the reaction yield, written as a fraction of the theoretical maximum amount of product (1.0 means a 100% yield; for example, 0.34 means a 34% yield). (1) The reactants are [Cl:1][C:2]1[CH:3]=[C:4]([C:8]2[O:12][N:11]=[C:10]([C@@H:13]([N:15]([CH3:28])[C:16]3[N:20]([CH3:21])[C:19]([C:22]4[CH:27]=[CH:26][N:25]=[CH:24][CH:23]=4)=[N:18][N:17]=3)[CH3:14])[N:9]=2)[CH:5]=[CH:6][CH:7]=1.OO.NC(N)=[O:33].FC(F)(F)C(OC(=O)C(F)(F)F)=O. The catalyst is C(Cl)Cl. The product is [Cl:1][C:2]1[CH:3]=[C:4]([C:8]2[O:12][N:11]=[C:10]([C@@H:13]([N:15]([CH3:28])[C:16]3[N:20]([CH3:21])[C:19]([C:22]4[CH:23]=[CH:24][N+:25]([O-:33])=[CH:26][CH:27]=4)=[N:18][N:17]=3)[CH3:14])[N:9]=2)[CH:5]=[CH:6][CH:7]=1. The yield is 0.580. (2) The reactants are [CH3:1][C:2]1[C:3]([C@H:8]2[CH2:13][CH2:12][CH2:11][C@@H:10]([C:14]3[C:19]([CH3:20])=[CH:18][CH:17]=[CH:16][N:15]=3)[N:9]2[CH2:21][C:22]2[CH:29]=[CH:28][C:25]([C:26]#[N:27])=[C:24]([O:30][N:31]=C(C)C)[CH:23]=2)=[N:4][CH:5]=[CH:6][CH:7]=1.Cl. The catalyst is CCO. The product is [CH3:1][C:2]1[C:3]([C@@H:8]2[CH2:13][CH2:12][CH2:11][C@H:10]([C:14]3[C:19]([CH3:20])=[CH:18][CH:17]=[CH:16][N:15]=3)[N:9]2[CH2:21][C:22]2[CH:29]=[CH:28][C:25]3[C:26]([NH2:27])=[N:31][O:30][C:24]=3[CH:23]=2)=[N:4][CH:5]=[CH:6][CH:7]=1. The yield is 0.620.